From a dataset of NCI-60 drug combinations with 297,098 pairs across 59 cell lines. Regression. Given two drug SMILES strings and cell line genomic features, predict the synergy score measuring deviation from expected non-interaction effect. (1) Drug 1: CC(C)CN1C=NC2=C1C3=CC=CC=C3N=C2N. Synergy scores: CSS=12.1, Synergy_ZIP=-4.08, Synergy_Bliss=-0.764, Synergy_Loewe=-7.01, Synergy_HSA=-3.64. Drug 2: C1C(C(OC1N2C=NC(=NC2=O)N)CO)O. Cell line: KM12. (2) Drug 1: CC1=C(C=C(C=C1)NC2=NC=CC(=N2)N(C)C3=CC4=NN(C(=C4C=C3)C)C)S(=O)(=O)N.Cl. Drug 2: CCCCC(=O)OCC(=O)C1(CC(C2=C(C1)C(=C3C(=C2O)C(=O)C4=C(C3=O)C=CC=C4OC)O)OC5CC(C(C(O5)C)O)NC(=O)C(F)(F)F)O. Cell line: NCI-H322M. Synergy scores: CSS=0.422, Synergy_ZIP=-0.811, Synergy_Bliss=-0.995, Synergy_Loewe=-2.81, Synergy_HSA=-2.70. (3) Drug 1: CC(CN1CC(=O)NC(=O)C1)N2CC(=O)NC(=O)C2. Drug 2: CC1CCC2CC(C(=CC=CC=CC(CC(C(=O)C(C(C(=CC(C(=O)CC(OC(=O)C3CCCCN3C(=O)C(=O)C1(O2)O)C(C)CC4CCC(C(C4)OC)O)C)C)O)OC)C)C)C)OC. Cell line: A498. Synergy scores: CSS=26.9, Synergy_ZIP=-11.2, Synergy_Bliss=-7.54, Synergy_Loewe=-2.41, Synergy_HSA=-1.07. (4) Drug 2: C1CCN(CC1)CCOC2=CC=C(C=C2)C(=O)C3=C(SC4=C3C=CC(=C4)O)C5=CC=C(C=C5)O. Synergy scores: CSS=48.2, Synergy_ZIP=7.02, Synergy_Bliss=8.22, Synergy_Loewe=-3.04, Synergy_HSA=7.77. Cell line: UACC62. Drug 1: CCCS(=O)(=O)NC1=C(C(=C(C=C1)F)C(=O)C2=CNC3=C2C=C(C=N3)C4=CC=C(C=C4)Cl)F. (5) Drug 1: CN1C(=O)N2C=NC(=C2N=N1)C(=O)N. Drug 2: CC1C(C(CC(O1)OC2CC(OC(C2O)C)OC3=CC4=CC5=C(C(=O)C(C(C5)C(C(=O)C(C(C)O)O)OC)OC6CC(C(C(O6)C)O)OC7CC(C(C(O7)C)O)OC8CC(C(C(O8)C)O)(C)O)C(=C4C(=C3C)O)O)O)O. Cell line: SR. Synergy scores: CSS=26.4, Synergy_ZIP=-3.06, Synergy_Bliss=-6.21, Synergy_Loewe=-10.6, Synergy_HSA=-4.49. (6) Drug 1: C1CC(=O)NC(=O)C1N2CC3=C(C2=O)C=CC=C3N. Drug 2: C1CC(C1)(C(=O)O)C(=O)O.[NH2-].[NH2-].[Pt+2]. Cell line: SF-295. Synergy scores: CSS=22.8, Synergy_ZIP=-2.69, Synergy_Bliss=-2.25, Synergy_Loewe=1.54, Synergy_HSA=1.55.